The task is: Predict the reactants needed to synthesize the given product.. This data is from Full USPTO retrosynthesis dataset with 1.9M reactions from patents (1976-2016). (1) The reactants are: [CH3:1][N:2]1[C:6]2=[N:7][CH:8]=[C:9]([N+:12]([O-])=O)[C:10]([CH3:11])=[C:5]2[C:4]([C:15]2[CH2:16][C:17]([CH3:29])([CH3:28])[N:18]([C:21]([O:23][C:24]([CH3:27])([CH3:26])[CH3:25])=[O:22])[CH2:19][CH:20]=2)=[CH:3]1.C(Cl)Cl.[H][H]. Given the product [NH2:12][C:9]1[C:10]([CH3:11])=[C:5]2[C:4]([CH:15]3[CH2:20][CH2:19][N:18]([C:21]([O:23][C:24]([CH3:25])([CH3:26])[CH3:27])=[O:22])[C:17]([CH3:29])([CH3:28])[CH2:16]3)=[CH:3][N:2]([CH3:1])[C:6]2=[N:7][CH:8]=1, predict the reactants needed to synthesize it. (2) Given the product [F:1][C:2]1[CH:7]=[C:6]([F:8])[C:5]([F:9])=[CH:4][C:3]=1[C:14]1[CH:22]=[CH:21][CH:20]=[C:19]2[C:15]=1[C:16]([CH:26]=[O:27])=[CH:17][N:18]2[CH:23]([CH3:24])[CH3:25], predict the reactants needed to synthesize it. The reactants are: [F:1][C:2]1[CH:7]=[C:6]([F:8])[C:5]([F:9])=[CH:4][C:3]=1B(O)O.Br[C:14]1[CH:22]=[CH:21][CH:20]=[C:19]2[C:15]=1[C:16]([CH:26]=[O:27])=[CH:17][N:18]2[CH:23]([CH3:25])[CH3:24]. (3) Given the product [C:38]([C:8]1[CH:36]=[CH:35][C:34]([F:37])=[CH:33][C:9]=1[CH2:10][N:11]1[C:16](=[O:17])[C:15]([CH3:18])=[N:14][N:13]=[C:12]1[N:19]1[CH2:24][CH2:23][CH2:22][C@@H:21]([NH:25][C:26](=[O:32])[O:27][C:28]([CH3:31])([CH3:30])[CH3:29])[CH2:20]1)#[N:39], predict the reactants needed to synthesize it. The reactants are: C([O-])([O-])=O.[Na+].[Na+].Br[C:8]1[CH:36]=[CH:35][C:34]([F:37])=[CH:33][C:9]=1[CH2:10][N:11]1[C:16](=[O:17])[C:15]([CH3:18])=[N:14][N:13]=[C:12]1[N:19]1[CH2:24][CH2:23][CH2:22][C@@H:21]([NH:25][C:26](=[O:32])[O:27][C:28]([CH3:31])([CH3:30])[CH3:29])[CH2:20]1.[CH3:38][N:39]1C(=O)CCC1. (4) Given the product [ClH:35].[ClH:35].[ClH:35].[CH2:1]([C:5]1[N:6]=[N:7][C:8]([O:27][CH:28]2[CH2:33][CH2:32][N:31]([CH3:34])[CH2:30][CH2:29]2)=[CH:9][C:10]=1[C:11]1[CH:16]=[CH:15][C:14]([O:17][CH:18]2[CH2:23][CH2:22][CH2:21][CH2:20][CH2:19]2)=[C:13]([NH2:24])[CH:12]=1)[CH2:2][CH2:3][CH3:4], predict the reactants needed to synthesize it. The reactants are: [CH2:1]([C:5]1[N:6]=[N:7][C:8]([O:27][CH:28]2[CH2:33][CH2:32][N:31]([CH3:34])[CH2:30][CH2:29]2)=[CH:9][C:10]=1[C:11]1[CH:16]=[CH:15][C:14]([O:17][CH:18]2[CH2:23][CH2:22][CH2:21][CH2:20][CH2:19]2)=[C:13]([N+:24]([O-])=O)[CH:12]=1)[CH2:2][CH2:3][CH3:4].[ClH:35]. (5) Given the product [CH3:1][O:2][C:3]([C@@H:4]1[CH2:8][C@@H:7]([O:9][S:26]([CH3:25])(=[O:28])=[O:27])[CH2:6][N:5]1[C:10]([O:12][C:13]([CH3:14])([CH3:16])[CH3:15])=[O:11])=[O:17], predict the reactants needed to synthesize it. The reactants are: [CH3:1][O:2][C:3](=[O:17])[C@@H:4]1[CH2:8][C@@H:7]([OH:9])[CH2:6][N:5]1[C:10]([O:12][C:13]([CH3:16])([CH3:15])[CH3:14])=[O:11].C(N(CC)CC)C.[CH3:25][S:26](Cl)(=[O:28])=[O:27].